The task is: Binary Classification. Given a miRNA mature sequence and a target amino acid sequence, predict their likelihood of interaction.. This data is from Experimentally validated miRNA-target interactions with 360,000+ pairs, plus equal number of negative samples. The miRNA is hsa-miR-4420 with sequence GUCACUGAUGUCUGUAGCUGAG. The protein sequence of the target gene is MGMTRMLLECSLSDKLCVIQEKQYEVIIVPTLLVTIFLILLGVILWLFIREQRTQQQRSGPQGIAPVPPPRDLSWEAGHGGNVALPLKETSVENFLGATTPALAKLQVPREQLSEVLEQICSGSCGPIFRANMNTGDPSKPKSVILKALKEPAGLHEVQDFLGRIQFHQYLGKHKNLVQLEGCCTEKLPLYMVLEDVAQGDLLSFLWTCRRDVMTMDGLLYDLTEKQVYHIGKQVLLALEFLQEKHLFHGDVAARNILMQSDLTAKLCGLGLAYEVYTRGAISSTQTIPLKWLAPERLLL.... Result: 1 (interaction).